The task is: Predict which catalyst facilitates the given reaction.. This data is from Catalyst prediction with 721,799 reactions and 888 catalyst types from USPTO. (1) Reactant: [NH2:1][C:2]1[CH:7]=[CH:6][CH:5]=[CH:4][C:3]=1[NH:8][C:9](=[O:22])[C:10]1[CH:15]=[CH:14][C:13]([CH:16]2[CH2:21][CH2:20][NH:19][CH2:18][CH2:17]2)=[CH:12][CH:11]=1.[C:23](=O)([O-])[O-].[K+].[K+].IC. Product: [NH2:1][C:2]1[CH:7]=[CH:6][CH:5]=[CH:4][C:3]=1[NH:8][C:9](=[O:22])[C:10]1[CH:15]=[CH:14][C:13]([CH:16]2[CH2:21][CH2:20][N:19]([CH3:23])[CH2:18][CH2:17]2)=[CH:12][CH:11]=1. The catalyst class is: 18. (2) Reactant: [CH2:1]([O:8][C:9]([NH:11][C@H:12]1[CH2:17][CH2:16][N:15]([C:18]2[CH:19]=[C:20]([CH:25]=[CH:26][CH:27]=2)[C:21]([O:23]C)=[O:22])[CH2:14][C@H:13]1[O:28][CH3:29])=[O:10])[C:2]1[CH:7]=[CH:6][CH:5]=[CH:4][CH:3]=1.[OH-].[Na+].Cl. Product: [CH2:1]([O:8][C:9]([NH:11][C@H:12]1[CH2:17][CH2:16][N:15]([C:18]2[CH:19]=[C:20]([CH:25]=[CH:26][CH:27]=2)[C:21]([OH:23])=[O:22])[CH2:14][C@H:13]1[O:28][CH3:29])=[O:10])[C:2]1[CH:7]=[CH:6][CH:5]=[CH:4][CH:3]=1. The catalyst class is: 5.